Dataset: M1 muscarinic receptor agonist screen with 61,833 compounds. Task: Binary Classification. Given a drug SMILES string, predict its activity (active/inactive) in a high-throughput screening assay against a specified biological target. (1) The molecule is N1(C2(N=C(N=C1N)N)CCCC2)c1c(cc(cc1)C)C. The result is 0 (inactive). (2) The compound is s1n(CC(=O)NCCCN2CCOCC2)c(=O)c2c1nc(cc2C)C. The result is 0 (inactive). (3) The molecule is S(=O)(=O)(N1CCOCC1)c1ccc(CCC(OCc2sc3c(n2)cccc3)=O)cc1. The result is 0 (inactive). (4) The result is 0 (inactive). The molecule is S(Cc1ccccc1)c1n(\N=C\c2occc2)cnn1. (5) The compound is O(C(=O)N1CCCCC1)c1cc(NC(=O)C)ccc1. The result is 0 (inactive). (6) The drug is O1C(CCC1)CNC(=O)CN(c1cc(ccc1)C(=O)C)C(=O)CCC(=O)Nc1noc(c1)C. The result is 0 (inactive). (7) The compound is s1c2c(n(c(c2)C(OC(C(=O)NCc2sccc2)C)=O)C)cc1. The result is 0 (inactive). (8) The compound is O=C1N(CCN1)Cc1cc(ccc1)C. The result is 0 (inactive). (9) The drug is O1CCN(Cn2nc3c4c(c5c3cccc5)cccc4c2=O)CC1. The result is 0 (inactive).